Dataset: Reaction yield outcomes from USPTO patents with 853,638 reactions. Task: Predict the reaction yield, written as a fraction of the theoretical maximum amount of product (1.0 means a 100% yield; for example, 0.34 means a 34% yield). (1) The reactants are [CH3:1][O:2][C:3]1[CH:4]=[N:5][CH:6]=[CH:7][CH:8]=1.[OH:9]O. The catalyst is C(O)(=O)C. The product is [CH3:1][O:2][C:3]1[CH:4]=[N+:5]([O-:9])[CH:6]=[CH:7][CH:8]=1. The yield is 1.00. (2) The yield is 0.940. The product is [CH3:26][N:27]([CH3:29])[NH:28][C:3]([C:5]1[N:6]([CH3:25])[N:7]=[C:8]([O:10][CH2:11][C:12]2[C:13]([C:18]3[CH:23]=[CH:22][C:21]([F:24])=[CH:20][N:19]=3)=[N:14][O:15][C:16]=2[CH3:17])[CH:9]=1)=[O:4]. No catalyst specified. The reactants are CO[C:3]([C:5]1[N:6]([CH3:25])[N:7]=[C:8]([O:10][CH2:11][C:12]2[C:13]([C:18]3[CH:23]=[CH:22][C:21]([F:24])=[CH:20][N:19]=3)=[N:14][O:15][C:16]=2[CH3:17])[CH:9]=1)=[O:4].[CH3:26][N:27]([CH3:29])[NH2:28]. (3) The reactants are [CH3:1][S:2]([C:5]1[CH:6]=[C:7]2[C:12](=[CH:13][CH:14]=1)[N:11]=[CH:10][CH:9]=[CH:8]2)(=[O:4])=[O:3].N1C=CC=CC=1.[Br:21]Br. The catalyst is C(Cl)(Cl)(Cl)Cl. The product is [Br:21][C:9]1[CH:10]=[N:11][C:12]2[C:7]([CH:8]=1)=[CH:6][C:5]([S:2]([CH3:1])(=[O:4])=[O:3])=[CH:14][CH:13]=2. The yield is 0.750. (4) The reactants are [F:1][C:2]([F:33])([F:32])[C@H:3]([NH:5][S:6]([C:9]1[CH:10]=[N:11][C:12]([C:15]2[N:16]([CH:27]3[CH2:31][CH2:30][CH2:29][CH2:28]3)[C:17]3[C:22]([C:23]=2[C:24]#[N:25])=[CH:21][CH:20]=[C:19]([CH3:26])[CH:18]=3)=[CH:13][CH:14]=1)(=[O:8])=[O:7])[CH3:4].[Br:34]Br. The catalyst is O. The product is [F:33][C:2]([F:1])([F:32])[C@H:3]([NH:5][S:6]([C:9]1[CH:10]=[N:11][C:12]([C:15]2[N:16]([CH:27]3[CH2:28][CH2:29][CH2:30][CH2:31]3)[C:17]3[C:22]([C:23]=2[C:24]#[N:25])=[CH:21][C:20]([Br:34])=[C:19]([CH3:26])[CH:18]=3)=[CH:13][CH:14]=1)(=[O:7])=[O:8])[CH3:4]. The yield is 0.930. (5) The reactants are [N:1]1([C:7]2[CH:12]=[CH:11][C:10]([NH:13][C:14]([C:16]3[CH:17]=[C:18]([NH:22][C:23]([N:25]4[C:29]5[N:30]=[CH:31][N:32]=[C:33](Cl)[C:28]=5[CH:27]=[CH:26]4)=[O:24])[CH:19]=[CH:20][CH:21]=3)=[O:15])=[CH:9][CH:8]=2)[CH2:6][CH2:5][O:4][CH2:3][CH2:2]1.C(Cl)(=O)C.[F:39][C:40]([F:49])([F:48])[C:41]1[CH:42]=[C:43]([CH:45]=[CH:46][CH:47]=1)[NH2:44].Cl. The catalyst is C(O)CCC. The product is [N:1]1([C:7]2[CH:12]=[CH:11][C:10]([NH:13][C:14]([C:16]3[CH:17]=[C:18]([NH:22][C:23]([N:25]4[C:29]5[N:30]=[CH:31][N:32]=[C:33]([NH:44][C:43]6[CH:45]=[CH:46][CH:47]=[C:41]([C:40]([F:39])([F:48])[F:49])[CH:42]=6)[C:28]=5[CH:27]=[CH:26]4)=[O:24])[CH:19]=[CH:20][CH:21]=3)=[O:15])=[CH:9][CH:8]=2)[CH2:6][CH2:5][O:4][CH2:3][CH2:2]1. The yield is 0.640. (6) The reactants are C([Mg]Br)(C)C.[Cl:6][C:7]1[N:12]=[CH:11][C:10]2[C:13](I)=[N:14][N:15]([CH:16]([CH3:18])[CH3:17])[C:9]=2[CH:8]=1.Cl[C:21](=[O:26])[C:22]([O:24][CH3:25])=[O:23]. The catalyst is O1CCCC1. The product is [Cl:6][C:7]1[N:12]=[CH:11][C:10]2[C:13]([C:21](=[O:26])[C:22]([O:24][CH3:25])=[O:23])=[N:14][N:15]([CH:16]([CH3:18])[CH3:17])[C:9]=2[CH:8]=1. The yield is 0.770. (7) The reactants are [Cl:1][C:2]1[N:3]=[CH:4][CH:5]=[C:6]2[C:10]([CH3:11])=[C:9]([CH3:12])[NH:8][C:7]=12.[F:13][C:14]1[CH:15]=[C:16]([CH:19]=[CH:20][CH:21]=1)[CH2:17]Cl. No catalyst specified. The product is [Cl:1][C:2]1[N:3]=[CH:4][CH:5]=[C:6]2[C:10]([CH3:11])=[C:9]([CH3:12])[N:8]([CH2:17][C:16]3[CH:19]=[CH:20][CH:21]=[C:14]([F:13])[CH:15]=3)[C:7]=12. The yield is 0.720. (8) The reactants are [OH-:1].[Li+].C([N:6]1[C:14]2[C:9](=[C:10]([CH3:20])[C:11](CC([O-])=O)=[CH:12][C:13]=2[CH3:15])[CH:8]=[N:7]1)(=O)C.[Cl-].[NH4+]. The catalyst is CO.O1CCCC1. The product is [CH3:20][C:10]1[C:11]([OH:1])=[CH:12][C:13]([CH3:15])=[C:14]2[C:9]=1[CH:8]=[N:7][NH:6]2. The yield is 0.970. (9) The reactants are [Cl:1][C:2]1[CH:7]=[CH:6][C:5]([C:8]2[CH:12]([C:13]3[CH:18]=[CH:17][CH:16]=[CH:15][CH:14]=3)[CH2:11][N:10]([C:19]([NH:21][S:22]([C:25]3[CH:30]=[CH:29][C:28]([Cl:31])=[CH:27][CH:26]=3)(=[O:24])=[O:23])=O)[N:9]=2)=[CH:4][CH:3]=1.P(Cl)(Cl)(Cl)(Cl)Cl.[NH2:38][N:39]1[CH2:44][CH2:43][CH2:42][CH2:41][CH2:40]1. The catalyst is ClC1C=CC=CC=1. The product is [Cl:1][C:2]1[CH:7]=[CH:6][C:5]([C:8]2[CH:12]([C:13]3[CH:18]=[CH:17][CH:16]=[CH:15][CH:14]=3)[CH2:11][N:10]([C:19]([NH:38][N:39]3[CH2:44][CH2:43][CH2:42][CH2:41][CH2:40]3)=[N:21][S:22]([C:25]3[CH:30]=[CH:29][C:28]([Cl:31])=[CH:27][CH:26]=3)(=[O:24])=[O:23])[N:9]=2)=[CH:4][CH:3]=1. The yield is 0.340.